From a dataset of Forward reaction prediction with 1.9M reactions from USPTO patents (1976-2016). Predict the product of the given reaction. (1) Given the reactants C(O)(C(F)(F)F)=O.C(OC(=O)[NH:14][C:15]1[CH:16]=[C:17]2[C:22](=[CH:23][CH:24]=1)[N:21]([C:25](=[O:30])[C:26]([F:29])([F:28])[F:27])[C:20]([CH3:32])([CH3:31])[CH:19]=[C:18]2[CH3:33])(C)(C)C.C1(C)C=CC=CC=1, predict the reaction product. The product is: [NH2:14][C:15]1[CH:16]=[C:17]2[C:22](=[CH:23][CH:24]=1)[N:21]([C:25](=[O:30])[C:26]([F:29])([F:27])[F:28])[C:20]([CH3:32])([CH3:31])[CH:19]=[C:18]2[CH3:33]. (2) Given the reactants [Br:1][C:2]1[CH:7]=[CH:6][C:5](B(O)O)=[CH:4][CH:3]=1.Br[C:12]1[CH:17]=[CH:16][C:15]([CH3:18])=[CH:14][N:13]=1.C(=O)([O-])[O-].[K+].[K+].COCCOC, predict the reaction product. The product is: [Br:1][C:2]1[CH:7]=[CH:6][C:5]([C:12]2[CH:17]=[CH:16][C:15]([CH3:18])=[CH:14][N:13]=2)=[CH:4][CH:3]=1. (3) Given the reactants C([O:8][C:9]1[CH:10]=[CH:11][C:12]([C@@H:20]([OH:40])[CH2:21][NH:22][CH2:23][CH2:24][CH2:25][CH2:26][CH2:27][CH2:28][O:29][CH2:30][C:31]([F:39])([F:38])[C:32]2[CH:37]=[CH:36][CH:35]=[CH:34][CH:33]=2)=[C:13]2[C:18]=1[NH:17][C:16](=[O:19])[CH:15]=[CH:14]2)C1C=CC=CC=1, predict the reaction product. The product is: [F:39][C:31]([F:38])([C:32]1[CH:37]=[CH:36][CH:35]=[CH:34][CH:33]=1)[CH2:30][O:29][CH2:28][CH2:27][CH2:26][CH2:25][CH2:24][CH2:23][NH:22][CH2:21][C@@H:20]([C:12]1[CH:11]=[CH:10][C:9]([OH:8])=[C:18]2[C:13]=1[CH:14]=[CH:15][C:16](=[O:19])[NH:17]2)[OH:40]. (4) Given the reactants [OH-].[Na+].[Cl:3][C:4]1[CH:5]=[C:6]([C:14]2[O:18][N:17]=[C:16]([C:19]3[C:20]([CH2:33][CH2:34][CH3:35])=[C:21]([CH2:25][CH2:26][CH2:27][C:28]([O:30]CC)=[O:29])[CH:22]=[CH:23][CH:24]=3)[N:15]=2)[CH:7]=[CH:8][C:9]=1[O:10][CH:11]([CH3:13])[CH3:12].Cl, predict the reaction product. The product is: [Cl:3][C:4]1[CH:5]=[C:6]([C:14]2[O:18][N:17]=[C:16]([C:19]3[C:20]([CH2:33][CH2:34][CH3:35])=[C:21]([CH2:25][CH2:26][CH2:27][C:28]([OH:30])=[O:29])[CH:22]=[CH:23][CH:24]=3)[N:15]=2)[CH:7]=[CH:8][C:9]=1[O:10][CH:11]([CH3:12])[CH3:13].